Dataset: Reaction yield outcomes from USPTO patents with 853,638 reactions. Task: Predict the reaction yield, written as a fraction of the theoretical maximum amount of product (1.0 means a 100% yield; for example, 0.34 means a 34% yield). (1) The reactants are [Cl:1][C:2]1[CH:3]=[C:4]([C:8]2[N:12]=[C:11]([C@H:13]([OH:15])[CH3:14])[O:10][N:9]=2)[CH:5]=[CH:6][CH:7]=1.[CH3:16][N:17]1[C:21](S(C)(=O)=O)=[N:20][N:19]=[C:18]1[C:26]1[CH:31]=[CH:30][N:29]=[CH:28][CH:27]=1.C(=O)([O-])[O-].[Cs+].[Cs+]. The catalyst is O. The product is [Cl:1][C:2]1[CH:3]=[C:4]([C:8]2[N:12]=[C:11]([CH:13]([O:15][C:21]3[N:17]([CH3:16])[C:18]([C:26]4[CH:31]=[CH:30][N:29]=[CH:28][CH:27]=4)=[N:19][N:20]=3)[CH3:14])[O:10][N:9]=2)[CH:5]=[CH:6][CH:7]=1. The yield is 0.830. (2) The yield is 0.530. The product is [Cl:10][C:11]1[CH:12]=[CH:13][C:14]([OH:22])=[C:15]([S:17]([NH:20][CH3:21])(=[O:18])=[O:19])[CH:16]=1. The catalyst is CN(C)C=O.C(OCC)(=O)C. The reactants are [H-].[Na+].C1(S)C=CC=CC=1.[Cl:10][C:11]1[CH:12]=[CH:13][C:14]([O:22]C)=[C:15]([S:17]([NH:20][CH3:21])(=[O:19])=[O:18])[CH:16]=1. (3) The reactants are [F:1][C:2]1[CH:3]=[C:4]([CH2:23][CH:24]([CH3:30])[C:25]([O:27]CC)=[O:26])[CH:5]=[CH:6][C:7]=1[O:8][CH2:9][C:10]1[CH:15]=[CH:14][CH:13]=[C:12]([O:16][C:17]2[CH:22]=[CH:21][CH:20]=[CH:19][CH:18]=2)[CH:11]=1.[OH-].[Na+].Cl. The catalyst is C(O)C. The product is [F:1][C:2]1[CH:3]=[C:4]([CH2:23][CH:24]([CH3:30])[C:25]([OH:27])=[O:26])[CH:5]=[CH:6][C:7]=1[O:8][CH2:9][C:10]1[CH:15]=[CH:14][CH:13]=[C:12]([O:16][C:17]2[CH:22]=[CH:21][CH:20]=[CH:19][CH:18]=2)[CH:11]=1. The yield is 0.780. (4) The reactants are [NH2:1][C:2]1[N:10]=[CH:9][CH:8]=[CH:7][C:3]=1[C:4]([OH:6])=O.Cl.CN.C(Cl)CCl.C1C=CC2N(O)N=[N:24][C:22]=2C=1.CCN(C(C)C)C(C)C. The catalyst is CN(C=O)C. The product is [NH2:1][C:2]1[N:10]=[CH:9][CH:8]=[CH:7][C:3]=1[C:4]([NH:24][CH3:22])=[O:6]. The yield is -0.980. (5) The reactants are [NH2:1]/[C:2](/[CH3:8])=[CH:3]\[C:4]([O:6][CH3:7])=[O:5].[CH3:9][S:10]([OH:13])(=[O:12])=[O:11].[H][H]. The catalyst is CO. The product is [CH3:9][S:10]([OH:13])(=[O:12])=[O:11].[NH2:1][C@H:2]([CH3:8])[CH2:3][C:4]([O:6][CH3:7])=[O:5]. The yield is 0.613.